This data is from Forward reaction prediction with 1.9M reactions from USPTO patents (1976-2016). The task is: Predict the product of the given reaction. (1) Given the reactants [CH2:1]([OH:3])[CH3:2].C(N(CC)CC)C.[Cl:11][C:12]1[CH:13]=[CH:14][C:15]([N+:21]([O-:23])=[O:22])=[C:16]([CH:20]=1)[C:17](Cl)=[O:18].O, predict the reaction product. The product is: [CH2:1]([O:3][C:17](=[O:18])[C:16]1[CH:20]=[C:12]([Cl:11])[CH:13]=[CH:14][C:15]=1[N+:21]([O-:23])=[O:22])[CH3:2]. (2) Given the reactants [NH:1]1[C:5]2=[N:6][CH:7]=[CH:8][CH:9]=[C:4]2[C:3]([CH:10]=O)=[CH:2]1.COC1C=CC(/C=[C:27]2/[C:28]([NH:30][C:31]([S:33]/2)=[NH:32])=[O:29])=CC=1OC1CCCC1.C([O-])(=O)C.[Na+].O, predict the reaction product. The product is: [NH2:32][C:31]1[S:33]/[C:27](=[CH:10]\[C:3]2[C:4]3[C:5](=[N:6][CH:7]=[CH:8][CH:9]=3)[NH:1][CH:2]=2)/[C:28](=[O:29])[N:30]=1.